This data is from Full USPTO retrosynthesis dataset with 1.9M reactions from patents (1976-2016). The task is: Predict the reactants needed to synthesize the given product. (1) The reactants are: [Cl:1][C:2]1[CH:3]=[C:4]([NH:11][S:12]([C:15]2[CH:20]=[CH:19][C:18]([Cl:21])=[C:17]([C:22]([F:25])([F:24])[F:23])[CH:16]=2)(=[O:14])=[O:13])[C:5]([C:8](O)=[O:9])=[N:6][CH:7]=1.[CH3:26][NH:27][C:28]1[CH:29]=[C:30]([CH3:34])[CH:31]=[CH:32][CH:33]=1.F[P-](F)(F)(F)(F)F.N1(O[P+](N(C)C)(N(C)C)N(C)C)C2C=CC=CC=2N=N1.CCN(C(C)C)C(C)C. Given the product [CH3:26][N:27]([C:28]1[CH:29]=[C:30]([CH3:34])[CH:31]=[CH:32][CH:33]=1)[C:8]([C:5]1[C:4]([NH:11][S:12]([C:15]2[CH:20]=[CH:19][C:18]([Cl:21])=[C:17]([C:22]([F:25])([F:23])[F:24])[CH:16]=2)(=[O:13])=[O:14])=[CH:3][C:2]([Cl:1])=[CH:7][N:6]=1)=[O:9], predict the reactants needed to synthesize it. (2) The reactants are: [NH2:1][C:2]1[CH:10]=[C:9]([N+:11]([O-:13])=[O:12])[CH:8]=[CH:7][C:3]=1[C:4]([OH:6])=[O:5].N1([C:19](N2C=CN=C2)=[O:20])C=CN=C1. Given the product [N+:11]([C:9]1[CH:8]=[CH:7][C:3]2[C:4](=[O:6])[O:5][C:19](=[O:20])[NH:1][C:2]=2[CH:10]=1)([O-:13])=[O:12], predict the reactants needed to synthesize it.